This data is from Forward reaction prediction with 1.9M reactions from USPTO patents (1976-2016). The task is: Predict the product of the given reaction. (1) Given the reactants F[C:2]1[CH:9]=[CH:8][C:5]([C:6]#[N:7])=[CH:4][C:3]=1[C:10]([F:13])([F:12])[F:11].CS(C)=O.[CH3:18][C@H:19]1[C@@H:23]([OH:24])[CH2:22][CH2:21][NH:20]1.C(=O)([O-])[O-].[Li+].[Li+], predict the reaction product. The product is: [OH:24][C@H:23]1[CH2:22][CH2:21][N:20]([C:2]2[CH:9]=[CH:8][C:5]([C:6]#[N:7])=[CH:4][C:3]=2[C:10]([F:13])([F:12])[F:11])[C@H:19]1[CH3:18]. (2) Given the reactants [Br:1][C:2]1[O:3][C:4](/[CH:7]=[CH:8]/[N+:9]([O-:11])=[O:10])=[CH:5][CH:6]=1.[CH:12]1[CH:17]=[CH:16][C:15]([SH:18])=[CH:14][CH:13]=1.C(NC1CCCCC1)(C)C, predict the reaction product. The product is: [Br:1][C:2]1[O:3][C:4]([CH:7]([S:18][C:15]2[CH:16]=[CH:17][CH:12]=[CH:13][CH:14]=2)[CH2:8][N+:9]([O-:11])=[O:10])=[CH:5][CH:6]=1. (3) Given the reactants [N:1]1([C:7]2[CH:8]=[CH:9][C:10]3[O:14][C:13]([C:15]([O:17]CC)=O)=[CH:12][C:11]=3[CH:20]=2)[CH2:6][CH2:5][NH:4][CH2:3][CH2:2]1.C(=O)([O-])[O-].[K+].[K+].Cl[CH2:28][CH2:29][CH2:30][CH2:31][C:32]1[C:40]2[C:35](=[CH:36][CH:37]=[C:38]([C:41]#[N:42])[CH:39]=2)[NH:34][CH:33]=1.[I-].[K+].[NH3:45], predict the reaction product. The product is: [C:41]([C:38]1[CH:39]=[C:40]2[C:35](=[CH:36][CH:37]=1)[NH:34][CH:33]=[C:32]2[CH2:31][CH2:30][CH2:29][CH2:28][N:4]1[CH2:3][CH2:2][N:1]([C:7]2[CH:8]=[CH:9][C:10]3[O:14][C:13]([C:15]([NH2:45])=[O:17])=[CH:12][C:11]=3[CH:20]=2)[CH2:6][CH2:5]1)#[N:42]. (4) Given the reactants C[O:2][C:3]([C:5]1[CH:6]=[C:7]([Cl:32])[C:8]([C:11]2[CH:12]=[N:13][C:14]([C:17]3[NH:21][C:20]4[CH:22]=[C:23]([N:26]5[CH2:31][CH2:30][O:29][CH2:28][CH2:27]5)[CH:24]=[CH:25][C:19]=4[N:18]=3)=[CH:15][CH:16]=2)=[N:9][CH:10]=1)=O.O1CCCC1.[OH-].[Al+3].[Li+].[OH-].[OH-].[OH-], predict the reaction product. The product is: [Cl:32][C:7]1[C:8]([C:11]2[CH:12]=[N:13][C:14]([C:17]3[NH:21][C:20]4[CH:22]=[C:23]([N:26]5[CH2:27][CH2:28][O:29][CH2:30][CH2:31]5)[CH:24]=[CH:25][C:19]=4[N:18]=3)=[CH:15][CH:16]=2)=[N:9][CH:10]=[C:5]([CH2:3][OH:2])[CH:6]=1. (5) Given the reactants Cl[C:2]1[CH:3]=[CH:4][C:5]2[CH2:6][N:7]([CH3:19])[CH2:8][C@@H:9]([C:13]3[CH:18]=[CH:17][CH:16]=[CH:15][CH:14]=3)[O:10][C:11]=2[N:12]=1.[CH3:20][O:21][C:22]1[CH:23]=[C:24]([CH:26]=[CH:27][C:28]=1[N:29]1[CH:33]=[C:32]([CH3:34])[N:31]=[CH:30]1)[NH2:25], predict the reaction product. The product is: [CH3:20][O:21][C:22]1[CH:23]=[C:24]([NH:25][C:2]2[CH:3]=[CH:4][C:5]3[CH2:6][N:7]([CH3:19])[CH2:8][C@@H:9]([C:13]4[CH:18]=[CH:17][CH:16]=[CH:15][CH:14]=4)[O:10][C:11]=3[N:12]=2)[CH:26]=[CH:27][C:28]=1[N:29]1[CH:33]=[C:32]([CH3:34])[N:31]=[CH:30]1.